This data is from Forward reaction prediction with 1.9M reactions from USPTO patents (1976-2016). The task is: Predict the product of the given reaction. (1) Given the reactants [NH2:1][N:2]1[N:11]=[C:10]([C:12]2[CH:17]=[CH:16][CH:15]=[C:14]([Cl:18])[CH:13]=2)[C:9]2[C:4](=[CH:5][CH:6]=[CH:7][CH:8]=2)[C:3]1=[O:19].[F:20][C:21]1[CH:22]=[C:23]([CH2:28][C:29](O)=[O:30])[CH:24]=[C:25]([F:27])[CH:26]=1, predict the reaction product. The product is: [Cl:18][C:14]1[CH:13]=[C:12]([C:10]2[C:9]3[C:4](=[CH:5][CH:6]=[CH:7][CH:8]=3)[C:3](=[O:19])[N:2]([NH:1][C:29](=[O:30])[CH2:28][C:23]3[CH:22]=[C:21]([F:20])[CH:26]=[C:25]([F:27])[CH:24]=3)[N:11]=2)[CH:17]=[CH:16][CH:15]=1. (2) Given the reactants [Cl:1][C:2]1[CH:3]=[C:4]([C:9]2([C:22]([F:25])([F:24])[F:23])[O:13][N:12]=[C:11]([C:14]3[CH:15]=[CH:16][C:17]([CH3:21])=[C:18]([CH:20]=3)[NH2:19])[CH2:10]2)[CH:5]=[C:6]([Cl:8])[CH:7]=1.Cl.[N:27]1[CH:32]=[CH:31][CH:30]=[CH:29][C:28]=1[CH2:33][C:34](O)=[O:35].Cl.C(N(CC)CCCN=C=NCC)C.C(=O)([O-])O.[Na+], predict the reaction product. The product is: [Cl:1][C:2]1[CH:3]=[C:4]([C:9]2([C:22]([F:23])([F:25])[F:24])[O:13][N:12]=[C:11]([C:14]3[CH:15]=[CH:16][C:17]([CH3:21])=[C:18]([NH:19][C:34](=[O:35])[CH2:33][C:28]4[CH:29]=[CH:30][CH:31]=[CH:32][N:27]=4)[CH:20]=3)[CH2:10]2)[CH:5]=[C:6]([Cl:8])[CH:7]=1.